This data is from Experimentally validated miRNA-target interactions with 360,000+ pairs, plus equal number of negative samples. The task is: Binary Classification. Given a miRNA mature sequence and a target amino acid sequence, predict their likelihood of interaction. (1) The miRNA is hsa-miR-619-5p with sequence GCUGGGAUUACAGGCAUGAGCC. The protein sequence of the target gene is METLSQDSLLECQICFNYYSPRRRPKLLDCKHTCCSVCLQQMRTSQKDVRCPWCRGVTKLPPGFSVSQLPDDPEVLAVIAIPHTSEHTPVFIKLPSNGCYMLPLPISKERALLPGDMGCRLLPGSQQKSVTVVTIPAEQQPLQGGAPQEAVEEEQDRRGVVKSSTWSGVCTVILVACVLVFLLGIVLHNMSCISKRFTVISCG. Result: 1 (interaction). (2) The miRNA is mmu-miR-362-5p with sequence AAUCCUUGGAACCUAGGUGUGAAU. The protein sequence of the target gene is MGKISSLPTQLFKICLCDFLKIKIHIMSSSHLFYLALCLLTFTSSTTAGPETLCGAELVDALQFVCGPRGFYFNKPTGYGSSIRRAPQTGIVDECCFRSCDLRRLEMYCAPLKPTKAARSIRAQRHTDMPKTQKEVHLKNTSRGSAGNKTYRM. Result: 1 (interaction). (3) The miRNA is mmu-miR-152-3p with sequence UCAGUGCAUGACAGAACUUGG. The protein sequence of the target gene is MPGKLKVKIVAGRHLPVMDRASDLTDAFVEVKFGNTTFKTDVYLKSLNPQWNSEWFKFEVDDEDLQDEPLQITVLDHDTYSANDAIGKVYIDIDPLLYSEAATVISGWFPIYDTIHGIRGEINVVVKVDLFNDLNRFRQSSCGVKFFCTTSIPKCYRAVIIHGFVEELVVNEDPEYQWIDRIRTPRASNEARQRLISLMSGELQRKIGLKVLEMRGNAVVGYLQCFDLEGESGLVVRAIGTACTLDKLSSPAAFLPACNSPSKEMKEIPFNEDPNPNTHSSGPSTPLKNQTYSFSPSKSY.... Result: 0 (no interaction). (4) Result: 0 (no interaction). The miRNA is hsa-miR-1470 with sequence GCCCUCCGCCCGUGCACCCCG. The protein sequence of the target gene is MAPTLLQKLFNKRGGGAASAQARPPKEEPAFSWSCSEFGLSDIRLLVYQDCERRGRQVMFDSRAVQKMEEAAAQKAEDVPIKMSARCCQESSSSSGSSSSGSSSSHGFGGSLQHAKQQLPKYQYTRPASDVSMLGEMMFGSVAMSYKGSTLKIHYIRSPPQLMISKVFSATMGSFCGSTNNLQDSFEYINQDPQAGKLNTNQYNLGPFRTGSNLAHSTPVDMPSRGQNEDRDSGIARSASLSSLLITPFPSPSSSTSSSSSYQRRWLRSQTTSLENGIFPRRSTDETFSLAEETCSSNPA....